From a dataset of Catalyst prediction with 721,799 reactions and 888 catalyst types from USPTO. Predict which catalyst facilitates the given reaction. Product: [OH:8][C:9]1[CH:16]=[CH:15][CH:14]=[CH:13][C:10]=1/[CH:11]=[N:18]/[OH:19]. The catalyst class is: 8. Reactant: C(N(CC)CC)C.[OH:8][C:9]1[CH:16]=[CH:15][CH:14]=[CH:13][C:10]=1[CH:11]=O.Cl.[NH2:18][OH:19].